From a dataset of Peptide-MHC class II binding affinity with 134,281 pairs from IEDB. Regression. Given a peptide amino acid sequence and an MHC pseudo amino acid sequence, predict their binding affinity value. This is MHC class II binding data. The peptide sequence is SQDLELSWNLNYLQAY. The MHC is HLA-DQA10101-DQB10501 with pseudo-sequence HLA-DQA10101-DQB10501. The binding affinity (normalized) is 0.884.